The task is: Predict the reaction yield, written as a fraction of the theoretical maximum amount of product (1.0 means a 100% yield; for example, 0.34 means a 34% yield).. This data is from Reaction yield outcomes from USPTO patents with 853,638 reactions. (1) The reactants are [F:1][C:2]1[CH:10]=[C:9]([OH:11])[CH:8]=[CH:7][C:3]=1[C:4]([OH:6])=[O:5].C([O-])([O-])=O.[Cs+].[Cs+].Cl[C:19]1[S:20][C:21]2[CH:27]=[CH:26][CH:25]=[CH:24][C:22]=2[N:23]=1. The catalyst is CN(C=O)C. The product is [S:20]1[C:21]2[CH:27]=[CH:26][CH:25]=[CH:24][C:22]=2[N:23]=[C:19]1[O:11][C:9]1[CH:8]=[CH:7][C:3]([C:4]([OH:6])=[O:5])=[C:2]([F:1])[CH:10]=1. The yield is 0.630. (2) The reactants are [CH3:1][C:2]1[CH:6]=[C:5]([C:7]([O:9][CH2:10][CH3:11])=[O:8])[NH:4][N:3]=1.[H-].[Na+].[F:14][C:15]1[CH:22]=[CH:21][CH:20]=[CH:19][C:16]=1[CH2:17]Br.O. The catalyst is CN(C=O)C. The product is [F:14][C:15]1[CH:22]=[CH:21][CH:20]=[CH:19][C:16]=1[CH2:17][N:3]1[C:2]([CH3:1])=[CH:6][C:5]([C:7]([O:9][CH2:10][CH3:11])=[O:8])=[N:4]1.[F:14][C:15]1[CH:22]=[CH:21][CH:20]=[CH:19][C:16]=1[CH2:17][N:4]1[C:5]([C:7]([O:9][CH2:10][CH3:11])=[O:8])=[CH:6][C:2]([CH3:1])=[N:3]1. The yield is 0.790. (3) The reactants are [CH3:1][O:2][CH2:3][CH2:4][O:5][CH2:6][C:7]([C:10]1[CH:15]=[CH:14][C:13]([NH:16][C:17](=[O:19])[CH3:18])=[CH:12][C:11]=1[N+:20]([O-])=O)([CH3:9])[CH3:8]. The catalyst is CO.[Ni]. The product is [NH2:20][C:11]1[CH:12]=[C:13]([NH:16][C:17](=[O:19])[CH3:18])[CH:14]=[CH:15][C:10]=1[C:7]([CH3:9])([CH3:8])[CH2:6][O:5][CH2:4][CH2:3][O:2][CH3:1]. The yield is 0.350. (4) The reactants are [NH2:1][C:2]1[C:3](=[O:13])[C:4]2[C:9]([C:10](=[O:12])[CH:11]=1)=[CH:8][CH:7]=[CH:6][CH:5]=2.[H-].[Na+].[CH:16]1([C:21](Cl)=[O:22])[CH2:20][CH2:19][CH2:18][CH2:17]1. The catalyst is O1CCCC1. The product is [O:13]=[C:3]1[C:4]2[C:9](=[CH:8][CH:7]=[CH:6][CH:5]=2)[C:10](=[O:12])[CH:11]=[C:2]1[NH:1][C:21]([CH:16]1[CH2:20][CH2:19][CH2:18][CH2:17]1)=[O:22]. The yield is 0.180. (5) The reactants are [C:1]([O:4][CH2:5][C:6]1[C:11]([N:12]2[CH2:23][CH2:22][N:21]3[C:14](=[CH:15][C:16]4[CH2:17][C:18]([CH3:25])([CH3:24])[CH2:19][C:20]=43)[C:13]2=[O:26])=[CH:10][C:9]([F:27])=[CH:8][C:7]=1Br)(=[O:3])[CH3:2].[CH3:29][C:30]1([CH3:46])[C:34]([CH3:36])([CH3:35])[O:33][B:32]([B:32]2[O:33][C:34]([CH3:36])([CH3:35])[C:30]([CH3:46])([CH3:29])[O:31]2)[O:31]1.C([O-])(=O)C.[K+].C(Cl)Cl. The catalyst is C1(P([C-]2C=CC=C2)C2C=CC=CC=2)C=CC=CC=1.[C-]1(P(C2C=CC=CC=2)C2C=CC=CC=2)C=CC=C1.[Fe+2].O1CCOCC1. The product is [C:1]([O:4][CH2:5][C:6]1[C:11]([N:12]2[CH2:23][CH2:22][N:21]3[C:14](=[CH:15][C:16]4[CH2:17][C:18]([CH3:25])([CH3:24])[CH2:19][C:20]=43)[C:13]2=[O:26])=[CH:10][C:9]([F:27])=[CH:8][C:7]=1[B:32]1[O:33][C:34]([CH3:36])([CH3:35])[C:30]([CH3:46])([CH3:29])[O:31]1)(=[O:3])[CH3:2]. The yield is 1.00. (6) The reactants are [CH3:1][C:2]1([C:5]2[O:6][C:7]3[C:8](=[C:10]([C:14]([OH:16])=O)[CH:11]=[CH:12][CH:13]=3)[N:9]=2)[CH2:4][CH2:3]1.Cl.Cl.[NH2:19][C@H:20]1[CH:25]2[CH2:26][CH2:27][N:22]([CH2:23][CH2:24]2)[CH2:21]1.Cl.C(N=C=NCCCN(C)C)C.ON1C2C=CC=CC=2N=N1.C(N(CC)CC)C. The catalyst is CN(C=O)C.ClCCl. The product is [N:22]12[CH2:27][CH2:26][CH:25]([CH2:24][CH2:23]1)[C@H:20]([NH:19][C:14]([C:10]1[CH:11]=[CH:12][CH:13]=[C:7]3[O:6][C:5]([C:2]4([CH3:1])[CH2:3][CH2:4]4)=[N:9][C:8]=13)=[O:16])[CH2:21]2. The yield is 0.790. (7) The reactants are [CH3:1][O:2][C:3]1[CH:8]=[CH:7][C:6]([O:9][CH3:10])=[CH:5][C:4]=1[NH:11][C:12]([CH:14]1[CH2:19][CH2:18][CH2:17][CH2:16][CH2:15]1)=[S:13]. The catalyst is [OH-].[Na+].[Fe-3](C#N)(C#N)(C#N)(C#N)(C#N)C#N.[K+].[K+].[K+]. The product is [CH:14]1([C:12]2[S:13][C:5]3[C:6]([O:9][CH3:10])=[CH:7][CH:8]=[C:3]([O:2][CH3:1])[C:4]=3[N:11]=2)[CH2:19][CH2:18][CH2:17][CH2:16][CH2:15]1. The yield is 0.880.